From a dataset of Forward reaction prediction with 1.9M reactions from USPTO patents (1976-2016). Predict the product of the given reaction. Given the reactants C([O:5][C:6](=[O:35])[C@@H:7]([NH:31][C:32](=[O:34])[CH3:33])[CH2:8][C:9]1[CH:14]=[CH:13][C:12]([N:15]2[CH2:19][C:18](=[O:20])[NH:17][S:16]2(=[O:22])=[O:21])=[C:11]([O:23][CH2:24][C:25]2[CH:30]=[CH:29][CH:28]=[CH:27][CH:26]=2)[CH:10]=1)(C)(C)C, predict the reaction product. The product is: [C:32]([NH:31][C@@H:7]([CH2:8][C:9]1[CH:14]=[CH:13][C:12]([N:15]2[CH2:19][C:18](=[O:20])[NH:17][S:16]2(=[O:22])=[O:21])=[C:11]([O:23][CH2:24][C:25]2[CH:26]=[CH:27][CH:28]=[CH:29][CH:30]=2)[CH:10]=1)[C:6]([OH:35])=[O:5])(=[O:34])[CH3:33].